This data is from TCR-epitope binding with 47,182 pairs between 192 epitopes and 23,139 TCRs. The task is: Binary Classification. Given a T-cell receptor sequence (or CDR3 region) and an epitope sequence, predict whether binding occurs between them. (1) The TCR CDR3 sequence is CASSLGTSHYNEQFF. Result: 0 (the TCR does not bind to the epitope). The epitope is EILDITPCSF. (2) The epitope is FIAGLIAIV. The TCR CDR3 sequence is CATSTTRYNEQFF. Result: 0 (the TCR does not bind to the epitope).